Dataset: Forward reaction prediction with 1.9M reactions from USPTO patents (1976-2016). Task: Predict the product of the given reaction. Given the reactants [Br:1][C:2]1[CH:16]=[CH:15][C:5]([N:6]([CH2:11][CH:12]([CH3:14])[CH3:13])[CH2:7][CH:8]([CH3:10])[CH3:9])=[C:4]([N+:17]([O-])=O)[C:3]=1[F:20].O.[Cl-].[NH4+], predict the reaction product. The product is: [Br:1][C:2]1[C:3]([F:20])=[C:4]([NH2:17])[C:5]([N:6]([CH2:11][CH:12]([CH3:14])[CH3:13])[CH2:7][CH:8]([CH3:9])[CH3:10])=[CH:15][CH:16]=1.